Dataset: Forward reaction prediction with 1.9M reactions from USPTO patents (1976-2016). Task: Predict the product of the given reaction. (1) Given the reactants [CH:1]1([C:4]2[N:8]([CH2:9][C:10]3[C:15]([F:16])=[CH:14][C:13]([O:17][CH2:18][CH3:19])=[CH:12][C:11]=3[F:20])[N:7]=[C:6]([C:21]3[N:26]=[C:25]([NH:27][C:28]4[CH:33]=[CH:32][N:31]=[CH:30][CH:29]=4)[C:24]([O:34][CH2:35][CH2:36][S:37][CH3:38])=[CH:23][N:22]=3)[C:5]=2[CH3:39])[CH2:3][CH2:2]1.ClC1C=C(C(OO)=[O:48])C=CC=1.S([O-])([O-])(=O)=S.[Na+].[Na+], predict the reaction product. The product is: [CH:1]1([C:4]2[N:8]([CH2:9][C:10]3[C:15]([F:16])=[CH:14][C:13]([O:17][CH2:18][CH3:19])=[CH:12][C:11]=3[F:20])[N:7]=[C:6]([C:21]3[N:26]=[C:25]([NH:27][C:28]4[CH:29]=[CH:30][N:31]=[CH:32][CH:33]=4)[C:24]([O:34][CH2:35][CH2:36][S:37]([CH3:38])=[O:48])=[CH:23][N:22]=3)[C:5]=2[CH3:39])[CH2:3][CH2:2]1. (2) Given the reactants [Cl:1][C:2]1[CH:3]=[C:4]([C:8]2[N:16]=[C:15]([C:17]#[N:18])[N:14]=[C:13]3[C:9]=2[N:10]([CH2:19][C@H:20]2[CH2:25][CH2:24][C@H:23]([CH3:26])[CH2:22][CH2:21]2)[CH:11]=[N:12]3)[CH:5]=[CH:6][CH:7]=1.CC1(C)CCCC(C)(C)N1[Mg]Cl.C1COCC1.C1(C)C=CC=CC=1.[Br:51]N1C(C)(C)C(=O)N(Br)C1=O, predict the reaction product. The product is: [Br:51][C:11]1[N:10]([CH2:19][C@H:20]2[CH2:25][CH2:24][C@H:23]([CH3:26])[CH2:22][CH2:21]2)[C:9]2[C:13](=[N:14][C:15]([C:17]#[N:18])=[N:16][C:8]=2[C:4]2[CH:5]=[CH:6][CH:7]=[C:2]([Cl:1])[CH:3]=2)[N:12]=1.